This data is from Full USPTO retrosynthesis dataset with 1.9M reactions from patents (1976-2016). The task is: Predict the reactants needed to synthesize the given product. (1) Given the product [I:1][C:4]1[CH:9]=[CH:8][N:7]=[C:6]2[CH2:10][N:11]([C:13]([O:15][CH2:16][CH3:17])=[O:14])[CH2:12][C:5]=12, predict the reactants needed to synthesize it. The reactants are: [I-:1].[Na+].Cl[C:4]1[CH:9]=[CH:8][N:7]=[C:6]2[CH2:10][N:11]([C:13]([O:15][CH2:16][CH3:17])=[O:14])[CH2:12][C:5]=12. (2) Given the product [NH2:1][C:4]1[CH:5]=[C:6]([NH:18][C:19](=[O:21])[CH3:20])[CH:7]=[CH:8][C:9]=1[NH:10][CH2:11][CH:12]1[CH2:13][CH2:14][O:15][CH2:16][CH2:17]1, predict the reactants needed to synthesize it. The reactants are: [N+:1]([C:4]1[CH:5]=[C:6]([NH:18][C:19](=[O:21])[CH3:20])[CH:7]=[CH:8][C:9]=1[NH:10][CH2:11][CH:12]1[CH2:17][CH2:16][O:15][CH2:14][CH2:13]1)([O-])=O. (3) Given the product [F:11][C:4]1[CH:3]=[C:2]([B:12]([OH:17])[OH:13])[CH:10]=[CH:9][C:5]=1[CH:6]=[N:7][OH:8], predict the reactants needed to synthesize it. The reactants are: Br[C:2]1[CH:10]=[CH:9][C:5]([CH:6]=[N:7][OH:8])=[C:4]([F:11])[CH:3]=1.[B:12](OC(C)C)([O:17]C(C)C)[O:13]C(C)C.C(N)CCC. (4) Given the product [CH2:12]([O:11][C:4](=[O:10])[C:5]([C:14]1[C:19]([C:20]([O:22][CH2:23][CH3:24])=[O:21])=[N:25][O:16][C:15]=1[CH3:17])=[O:7])[CH3:13], predict the reactants needed to synthesize it. The reactants are: C[O-].[Na+].[C:4]([O:11][CH2:12][CH3:13])(=[O:10])[C:5]([O:7]CC)=O.[CH3:14][C:15]([CH3:17])=[O:16].Cl[C:19](=[N:25]O)[C:20]([O:22][CH2:23][CH3:24])=[O:21]. (5) Given the product [CH3:1][N:2]1[CH:6]=[C:5]([C:7]2[CH:8]=[CH:9][C:10]3[N:11]([C:13]([CH2:16][C:17]4[CH:18]=[CH:19][C:20]5[N:21]([C:23]([CH:26]([OH:35])[CH2:27][OH:28])=[CH:24][N:25]=5)[CH:22]=4)=[CH:14][N:15]=3)[N:12]=2)[CH:4]=[N:3]1, predict the reactants needed to synthesize it. The reactants are: [CH3:1][N:2]1[CH:6]=[C:5]([C:7]2[CH:8]=[CH:9][C:10]3[N:11]([C:13]([CH2:16][C:17]4[CH:18]=[CH:19][C:20]5[N:21]([C:23]([CH:26]=[CH2:27])=[CH:24][N:25]=5)[CH:22]=4)=[CH:14][N:15]=3)[N:12]=2)[CH:4]=[N:3]1.[OH2:28].[O-][Mn](=O)(=O)=O.[K+].[OH-:35].[Na+]. (6) Given the product [C:35]([N:31]1[CH2:32][CH2:33][C@@H:28]([NH:27][C:25]([C:21]2[C:17]3[N:18]=[CH:19][N:20]=[C:15]([C:8]4[CH:9]=[C:10]([CH3:14])[C:11]([F:13])=[CH:12][C:7]=4[O:6][CH2:5][CH:2]4[CH2:4][CH2:3]4)[C:16]=3[NH:23][C:22]=2[CH3:24])=[O:26])[C@H:29]([OH:34])[CH2:30]1)(=[O:37])[CH3:36], predict the reactants needed to synthesize it. The reactants are: Cl.[CH:2]1([CH2:5][O:6][C:7]2[CH:12]=[C:11]([F:13])[C:10]([CH3:14])=[CH:9][C:8]=2[C:15]2[C:16]3[NH:23][C:22]([CH3:24])=[C:21]([C:25]([NH:27][C@@H:28]4[CH2:33][CH2:32][NH:31][CH2:30][C@H:29]4[OH:34])=[O:26])[C:17]=3[N:18]=[CH:19][N:20]=2)[CH2:4][CH2:3]1.[C:35](Cl)(=[O:37])[CH3:36]. (7) Given the product [CH3:1][C:2]1([CH3:16])[CH2:6][C:5]2[CH:7]=[C:8]([N+:17]([O-:19])=[O:18])[CH:9]=[C:10]([C:11]([O:13][CH2:14][CH3:15])=[O:12])[C:4]=2[O:3]1, predict the reactants needed to synthesize it. The reactants are: [CH3:1][C:2]1([CH3:16])[CH2:6][C:5]2[CH:7]=[CH:8][CH:9]=[C:10]([C:11]([O:13][CH2:14][CH3:15])=[O:12])[C:4]=2[O:3]1.[N+:17]([O-])([OH:19])=[O:18]. (8) The reactants are: [Cl:1][C:2]1[CH:3]=[C:4]([C:10]2O[C:13]([C:15]([NH:17][CH2:18][C:19]3[CH:24]=[CH:23][C:22]([O:25][C:26]4[CH:31]=[CH:30][CH:29]=[CH:28][CH:27]=4)=[CH:21][CH:20]=3)=[O:16])=[N:12][N:11]=2)[CH:5]=[C:6]([Cl:9])[C:7]=1[OH:8].[NH2:32][CH2:33][C:34]1[CH:35]=[N:36][CH:37]=[CH:38][CH:39]=1. Given the product [Cl:1][C:2]1[CH:3]=[C:4]([C:10]2[N:32]([CH2:33][C:34]3[CH:35]=[N:36][CH:37]=[CH:38][CH:39]=3)[C:13]([C:15]([NH:17][CH2:18][C:19]3[CH:24]=[CH:23][C:22]([O:25][C:26]4[CH:31]=[CH:30][CH:29]=[CH:28][CH:27]=4)=[CH:21][CH:20]=3)=[O:16])=[N:12][N:11]=2)[CH:5]=[C:6]([Cl:9])[C:7]=1[OH:8], predict the reactants needed to synthesize it. (9) Given the product [I:15][C:2]1[CH:7]=[CH:6][C:5]([C:8]2[CH:13]=[CH:12][CH:11]=[CH:10][CH:9]=2)=[CH:4][CH:3]=1, predict the reactants needed to synthesize it. The reactants are: Br[C:2]1[CH:7]=[CH:6][C:5]([C:8]2[CH:13]=[CH:12][CH:11]=[CH:10][CH:9]=2)=[CH:4][CH:3]=1.[Na+].[I-:15].C(N)CCN.C(O)CCCC. (10) Given the product [Cl:24][CH2:23][CH2:22][N:18]([CH2:19][CH2:20][Cl:21])[C:15]1[CH:16]=[CH:17][C:12]([NH:11][C:9](=[O:10])[NH:8][C:4]2[CH:3]=[C:2]([NH:1][C:27](=[O:28])[CH2:26][Cl:25])[CH:7]=[CH:6][CH:5]=2)=[CH:13][CH:14]=1, predict the reactants needed to synthesize it. The reactants are: [NH2:1][C:2]1[CH:3]=[C:4]([NH:8][C:9]([NH:11][C:12]2[CH:17]=[CH:16][C:15]([N:18]([CH2:22][CH2:23][Cl:24])[CH2:19][CH2:20][Cl:21])=[CH:14][CH:13]=2)=[O:10])[CH:5]=[CH:6][CH:7]=1.[Cl:25][CH2:26][C:27](Cl)=[O:28].